This data is from hERG Central: cardiac toxicity at 1µM, 10µM, and general inhibition. The task is: Predict hERG channel inhibition at various concentrations. (1) The compound is CCOc1cc(CNC(CC)CO)ccc1OCC(=O)Nc1cccc(C(F)(F)F)c1. Results: hERG_inhib (hERG inhibition (general)): blocker. (2) Results: hERG_inhib (hERG inhibition (general)): blocker. The drug is Cc1ccc(NC(=O)CN2CCN(CCN=CC3=C(O)CC(c4ccccc4)CC3=O)CC2)cc1. (3) The molecule is CCOC(=O)C1(CCc2ccccc2)CCN(C2Cc3ccccc3C2)CC1. Results: hERG_inhib (hERG inhibition (general)): blocker. (4) The compound is CCOC(=O)c1sc(NC(=O)c2cc(S(=O)(=O)N3CCOCC3)ccc2C)nc1C. Results: hERG_inhib (hERG inhibition (general)): blocker.